Dataset: Forward reaction prediction with 1.9M reactions from USPTO patents (1976-2016). Task: Predict the product of the given reaction. (1) Given the reactants [CH2:1]([O:3][C:4]([C:6]1[N:10]([CH3:11])[N:9]=[CH:8][C:7]=1[C:12]([OH:14])=O)=[O:5])[CH3:2].C([N:17]([CH:21]([CH3:23])C)[CH:18](C)C)C.N1CCC1, predict the reaction product. The product is: [CH2:1]([O:3][C:4]([C:6]1[N:10]([CH3:11])[N:9]=[CH:8][C:7]=1[C:12]([N:17]1[CH2:18][CH2:23][CH2:21]1)=[O:14])=[O:5])[CH3:2]. (2) The product is: [NH2:16][C:4]1[CH:3]=[C:2]([Br:1])[C:10]([O:11][C:12]([F:15])([F:13])[F:14])=[CH:9][C:5]=1[C:6]([OH:8])=[O:7]. Given the reactants [Br:1][C:2]1[C:10]([O:11][C:12]([F:15])([F:14])[F:13])=[CH:9][C:5]([C:6]([OH:8])=[O:7])=[C:4]([N+:16]([O-])=O)[CH:3]=1.C(OC(=O)C1C=C(OC(F)(F)F)C(C=C)=CC=1N)C, predict the reaction product.